Dataset: Full USPTO retrosynthesis dataset with 1.9M reactions from patents (1976-2016). Task: Predict the reactants needed to synthesize the given product. Given the product [CH2:32]([O:31][CH:22]([O:21][CH2:19][CH3:20])[C:23]1[CH:30]=[CH:29][C:26]([CH2:27][N:4]2[CH2:3][CH2:2][N:1]([C:7]3[C:12]([C:13]([O:15][CH:16]([CH3:18])[CH3:17])=[O:14])=[CH:11][CH:10]=[CH:9][N:8]=3)[CH2:6][CH2:5]2)=[CH:25][CH:24]=1)[CH3:33], predict the reactants needed to synthesize it. The reactants are: [N:1]1([C:7]2[C:12]([C:13]([O:15][CH:16]([CH3:18])[CH3:17])=[O:14])=[CH:11][CH:10]=[CH:9][N:8]=2)[CH2:6][CH2:5][NH:4][CH2:3][CH2:2]1.[CH2:19]([O:21][CH:22]([O:31][CH2:32][CH3:33])[C:23]1[CH:30]=[CH:29][C:26]([CH:27]=O)=[CH:25][CH:24]=1)[CH3:20].[BH-](OC(C)=O)(OC(C)=O)OC(C)=O.[Na+].O.